Dataset: Full USPTO retrosynthesis dataset with 1.9M reactions from patents (1976-2016). Task: Predict the reactants needed to synthesize the given product. (1) Given the product [C:19]([Si:16]([CH3:18])([CH3:17])[O:15][CH2:14][CH2:13][O:3][C:4]1[CH:5]=[C:6]([CH:9]=[CH:10][CH:11]=1)[CH:7]=[O:8])([CH3:22])([CH3:21])[CH3:20], predict the reactants needed to synthesize it. The reactants are: [H-].[Na+].[OH:3][C:4]1[CH:5]=[C:6]([CH:9]=[CH:10][CH:11]=1)[CH:7]=[O:8].Br[CH2:13][CH2:14][O:15][Si:16]([C:19]([CH3:22])([CH3:21])[CH3:20])([CH3:18])[CH3:17]. (2) Given the product [CH3:1][O:2][C:3]([C:4]1[C:5]2[N:11]=[C:27]([CH2:26][O:25][C:22](=[O:24])[CH3:23])[NH:10][C:6]=2[CH:7]=[CH:8][CH:9]=1)=[O:12], predict the reactants needed to synthesize it. The reactants are: [CH3:1][O:2][C:3](=[O:12])[C:4]1[CH:9]=[CH:8][CH:7]=[C:6]([NH2:10])[C:5]=1[NH2:11].C(N(C(C)C)CC)(C)C.[C:22]([O:25][CH2:26][C:27](Cl)=O)(=[O:24])[CH3:23]. (3) Given the product [F:34][C:35]1[C:36]([NH:45][C:46]2[CH:51]=[CH:50][C:49]([I:52])=[CH:48][C:47]=2[F:53])=[C:37]([C:14]([N:12]2[CH2:11][C:10]([CH2:9][NH:8][C:6](=[O:7])[O:5][C:2]([CH3:1])([CH3:3])[CH3:4])([OH:24])[CH2:13]2)=[O:16])[CH:41]=[CH:42][C:43]=1[F:44], predict the reactants needed to synthesize it. The reactants are: [CH3:1][C:2]([O:5][C:6]([NH:8][CH2:9][C:10]1([OH:24])[CH2:13][N:12]([C:14]([O:16]CC2C=CC=CC=2)=O)[CH2:11]1)=[O:7])([CH3:4])[CH3:3].CCN(C(C)C)C(C)C.[F:34][C:35]1[C:36]([NH:45][C:46]2[CH:51]=[CH:50][C:49]([I:52])=[CH:48][C:47]=2[F:53])=[C:37]([CH:41]=[CH:42][C:43]=1[F:44])C(F)=O. (4) Given the product [CH:5]1[CH:6]=[N:1][CH:2]=[C:3]([CH:7]([NH2:20])[CH2:10][C:9]([OH:15])=[O:14])[CH:4]=1, predict the reactants needed to synthesize it. The reactants are: [N:1]1[CH:6]=[CH:5][CH:4]=[C:3]([CH:7]=O)[CH:2]=1.[C:9]([OH:15])(=[O:14])[CH2:10]C(O)=O.C([O-])(=O)C.[NH4+:20]. (5) Given the product [F:12][C:13]1[C:14]([C:22]([O:4][CH:2]([CH3:3])[CH3:1])=[O:23])=[N:15][C:16]([F:21])=[C:17]([F:20])[C:18]=1[F:19], predict the reactants needed to synthesize it. The reactants are: [CH3:1][CH:2]([OH:4])[CH3:3].C(N(CC)CC)C.[F:12][C:13]1[C:14]([C:22](F)=[O:23])=[N:15][C:16]([F:21])=[C:17]([F:20])[C:18]=1[F:19]. (6) Given the product [C:12]([O:11][C:9]([N:23]([CH:25]([C:26]([O:28][CH2:29][CH3:30])=[O:27])[C:31]([O:33][CH2:34][CH3:35])=[O:32])[CH3:16])=[O:10])([CH3:13])([CH3:14])[CH3:15], predict the reactants needed to synthesize it. The reactants are: [C:9](O[C:9]([O:11][C:12]([CH3:15])([CH3:14])[CH3:13])=[O:10])([O:11][C:12]([CH3:15])([CH3:14])[CH3:13])=[O:10].[CH2:16]([N:23]([CH:25]([C:31]([O:33][CH2:34][CH3:35])=[O:32])[C:26]([O:28][CH2:29][CH3:30])=[O:27])C)C1C=CC=CC=1.[H][H].